Dataset: Full USPTO retrosynthesis dataset with 1.9M reactions from patents (1976-2016). Task: Predict the reactants needed to synthesize the given product. (1) Given the product [NH2:10][C:7]1[CH:6]=[C:5]([NH2:22])[C:4]([N+:1]([O-:3])=[O:2])=[CH:9][N:8]=1, predict the reactants needed to synthesize it. The reactants are: [N+:1]([C:4]1[CH:5]=[C:6]2N=C(C3C=CC([N+]([O-])=O)=CC=3)[NH:10][C:7]2=[N:8][CH:9]=1)([O-:3])=[O:2].[NH4+:22].[OH-]. (2) Given the product [Br:1][C:2]1[CH:11]=[C:10]2[C:5]([CH:6]=[CH:7][N:8]([CH2:18][C:17]3[CH:16]=[C:15]([CH:22]=[CH:21][CH:20]=3)[C:13]#[N:14])[C:9]2=[O:12])=[CH:4][N:3]=1, predict the reactants needed to synthesize it. The reactants are: [Br:1][C:2]1[CH:11]=[C:10]2[C:5]([CH:6]=[CH:7][N:8]=[C:9]2[OH:12])=[CH:4][N:3]=1.[C:13]([C:15]1[CH:16]=[C:17]([CH:20]=[CH:21][CH:22]=1)[CH2:18]Br)#[N:14].C(=O)([O-])[O-].[Cs+].[Cs+]. (3) The reactants are: [OH:1]OS([O-])=O.[K+].C(OC1C=CC=CC=1C(=O)NC1SC=C(S(C)=O)N=1)(=O)C.[C:28]([O:31][C:32]1[CH:37]=[CH:36][CH:35]=[CH:34][C:33]=1[C:38](=[O:47])[NH:39][C:40]1[S:41][C:42]([S:45][CH3:46])=[CH:43][N:44]=1)(=[O:30])[CH3:29]. Given the product [C:28]([O:31][C:32]1[CH:37]=[CH:36][CH:35]=[CH:34][C:33]=1[C:38](=[O:47])[NH:39][C:40]1[S:41][C:42]([S:45]([CH3:46])=[O:1])=[CH:43][N:44]=1)(=[O:30])[CH3:29], predict the reactants needed to synthesize it. (4) Given the product [C:27]([O:26][C:24]([NH:1][C@H:2]1[CH2:3][CH2:4][C@H:5]([CH2:8][C:9]([O:11][CH3:12])=[O:10])[CH2:6][CH2:7]1)=[O:25])([CH3:30])([CH3:29])[CH3:28], predict the reactants needed to synthesize it. The reactants are: [NH2:1][C@H:2]1[CH2:7][CH2:6][C@H:5]([CH2:8][C:9]([O:11][CH2:12]C)=[O:10])[CH2:4][CH2:3]1.C12CCC(C=C1)CC2C#N.[C:24](O[C:24]([O:26][C:27]([CH3:30])([CH3:29])[CH3:28])=[O:25])([O:26][C:27]([CH3:30])([CH3:29])[CH3:28])=[O:25].C(=O)(O)[O-].[Na+]. (5) Given the product [Br:1][C:2]1[CH:3]=[C:4]2[C:9](=[CH:10][CH:11]=1)[C:8](=[O:12])[NH:7][C:6](=[O:13])/[C:5]/2=[CH:14]/[O:44][CH3:40], predict the reactants needed to synthesize it. The reactants are: [Br:1][C:2]1[CH:3]=[C:4]2[C:9](=[CH:10][CH:11]=1)[C:8](=[O:12])[NH:7][C:6](=[O:13])/[C:5]/2=[CH:14]\NC1C=NC(N2CCC(N3CCCC3)CC2)=CC=1.BrC1C=C2C(=CC=1)[C:40](=[O:44])NC(=O)C2=CNC1C=CC(N2CC(C)NC(C)C2)=CC=1. (6) Given the product [CH3:23][C:24]1[CH:31]=[CH:30][CH:29]=[C:28]([CH3:32])[C:25]=1[CH2:26][N:1]1[CH2:2][CH2:3][CH:4]([N:7]2[CH2:8][CH2:9][CH:10]([N:13]3[C:17]4[CH:18]=[CH:19][CH:20]=[CH:21][C:16]=4[NH:15][C:14]3=[O:22])[CH2:11][CH2:12]2)[CH2:5][CH2:6]1, predict the reactants needed to synthesize it. The reactants are: [NH:1]1[CH2:6][CH2:5][CH:4]([N:7]2[CH2:12][CH2:11][CH:10]([N:13]3[C:17]4[CH:18]=[CH:19][CH:20]=[CH:21][C:16]=4[NH:15][C:14]3=[O:22])[CH2:9][CH2:8]2)[CH2:3][CH2:2]1.[CH3:23][C:24]1[CH:31]=[CH:30][CH:29]=[C:28]([CH3:32])[C:25]=1[CH:26]=O. (7) Given the product [Br:1][C:2]1[CH:3]=[C:4]([CH2:5][N:20]2[CH2:19][CH2:18][N:17]([C:10]([O:12][C:13]([CH3:16])([CH3:15])[CH3:14])=[O:11])[CH2:22][CH2:21]2)[CH:7]=[CH:8][CH:9]=1, predict the reactants needed to synthesize it. The reactants are: [Br:1][C:2]1[CH:3]=[C:4]([CH:7]=[CH:8][CH:9]=1)[CH2:5]Br.[C:10]([N:17]1[CH2:22][CH2:21][NH:20][CH2:19][CH2:18]1)([O:12][C:13]([CH3:16])([CH3:15])[CH3:14])=[O:11].C(N(CC)CC)C.C(=O)(O)[O-].[Na+].